From a dataset of Retrosynthesis with 50K atom-mapped reactions and 10 reaction types from USPTO. Predict the reactants needed to synthesize the given product. (1) Given the product CNC(=O)N1CCC(N2CCN(C(=O)OCc3ccccc3)CC2)C1, predict the reactants needed to synthesize it. The reactants are: CN=C=O.O=C(OCc1ccccc1)N1CCN(C2CCNC2)CC1. (2) Given the product Nc1ncccc1OC(F)(F)F, predict the reactants needed to synthesize it. The reactants are: O=[N+]([O-])c1ncccc1OC(F)(F)F. (3) Given the product Fc1cnc(Cl)nc1-n1ccc2ccccc21, predict the reactants needed to synthesize it. The reactants are: Fc1cnc(Cl)nc1Cl.c1ccc2[nH]ccc2c1. (4) Given the product O=C(O)CCNC(=O)c1ncc2c(ccc(=O)n2Cc2ccccc2)c1O, predict the reactants needed to synthesize it. The reactants are: COC(=O)c1ncc2c(ccc(=O)n2Cc2ccccc2)c1O.NCCC(=O)O. (5) Given the product COC(=O)CCNC(=O)c1cc(Cl)c([N+](=O)[O-])cc1[N+](=O)[O-], predict the reactants needed to synthesize it. The reactants are: COC(=O)CCN.O=C(O)c1cc(Cl)c([N+](=O)[O-])cc1[N+](=O)[O-]. (6) Given the product COc1ccc(OC)c(N(C)c2nc(Cl)nc3ccccc23)c1, predict the reactants needed to synthesize it. The reactants are: CI.COc1ccc(OC)c(Nc2nc(Cl)nc3ccccc23)c1. (7) The reactants are: CC(C)(C)[Si](C)(C)O[C@@H]1C[C@H]2CN(C(=O)c3ccc(NC(=O)c4ccccc4-c4ccccc4)cc3)c3ccccc3C(=O)N2C1. Given the product O=C(Nc1ccc(C(=O)N2C[C@@H]3C[C@@H](O)CN3C(=O)c3ccccc32)cc1)c1ccccc1-c1ccccc1, predict the reactants needed to synthesize it.